Dataset: Reaction yield outcomes from USPTO patents with 853,638 reactions. Task: Predict the reaction yield, written as a fraction of the theoretical maximum amount of product (1.0 means a 100% yield; for example, 0.34 means a 34% yield). (1) The reactants are [F:1][CH:2]([F:16])[CH:3]([C:6]1[CH:14]=[CH:13][CH:12]=[C:11]2[C:7]=1[CH2:8][CH2:9][CH:10]2[OH:15])[O:4][CH3:5].[CH3:17][O:18][C:19](=[O:31])[CH2:20][CH:21]1[C:25]2[CH:26]=[CH:27][C:28](O)=[CH:29][C:24]=2[O:23][CH2:22]1. No catalyst specified. The product is [CH3:17][O:18][C:19](=[O:31])[CH2:20][CH:21]1[C:25]2[CH:26]=[CH:27][C:28]([O:15][CH:10]3[C:11]4[C:7](=[C:6]([CH:3]([O:4][CH3:5])[CH:2]([F:16])[F:1])[CH:14]=[CH:13][CH:12]=4)[CH2:8][CH2:9]3)=[CH:29][C:24]=2[O:23][CH2:22]1. The yield is 0.680. (2) The reactants are Cl.[CH3:2][C:3]1([CH3:22])[CH2:11][C@H:10]([NH:12][C:13]2[C:18]([C:19]#[N:20])=[CH:17][N:16]=[C:15](Cl)[N:14]=2)[CH2:9][C@H:8]2[N:4]1[CH2:5][CH2:6][CH2:7]2.[NH2:23][C:24]1[C:25]([F:43])=[CH:26][C:27]([O:37][C:38]([CH3:42])([CH3:41])[CH2:39][OH:40])=[C:28]([N:30]2[C:34](=[O:35])[N:33]([CH3:36])[N:32]=[N:31]2)[CH:29]=1.C1C=CC(P(C2C(C3C(P(C4C=CC=CC=4)C4C=CC=CC=4)=CC=C4C=3C=CC=C4)=C3C(C=CC=C3)=CC=2)C2C=CC=CC=2)=CC=1.C([O-])([O-])=O.[Cs+].[Cs+]. The catalyst is CC([O-])=O.CC([O-])=O.[Pd+2].O1CCOCC1. The product is [NH3:4].[CH3:34][OH:35].[CH3:2][C:3]1([CH3:22])[CH2:11][C@H:10]([NH:12][C:13]2[C:18]([C:19]#[N:20])=[CH:17][N:16]=[C:15]([NH:23][C:24]3[CH:29]=[C:28]([N:30]4[C:34](=[O:35])[N:33]([CH3:36])[N:32]=[N:31]4)[C:27]([O:37][C:38]([CH3:41])([CH3:42])[CH2:39][OH:40])=[CH:26][C:25]=3[F:43])[N:14]=2)[CH2:9][C@H:8]2[N:4]1[CH2:5][CH2:6][CH2:7]2. The yield is 0.0100. (3) The reactants are [CH2:1]([N:3]([C@@H:11]1[CH2:15][CH2:14][N:13]([C:16](=[O:20])[CH:17]([CH3:19])[CH3:18])[CH2:12]1)C(=O)OC(C)(C)C)[CH3:2].C([Cl:24])(=O)C. The catalyst is CO. The product is [ClH:24].[CH2:1]([NH:3][C@@H:11]1[CH2:15][CH2:14][N:13]([C:16](=[O:20])[CH:17]([CH3:19])[CH3:18])[CH2:12]1)[CH3:2]. The yield is 1.00. (4) The reactants are Br[C:2]1[C:8]([F:9])=[CH:7][C:5]([NH2:6])=[CH:4][C:3]=1[Cl:10].[Cu][C:12]#[N:13].[OH-].[NH4+]. The catalyst is CN(C=O)C. The product is [NH2:6][C:5]1[CH:7]=[C:8]([F:9])[C:2]([C:12]#[N:13])=[C:3]([Cl:10])[CH:4]=1. The yield is 0.770. (5) The reactants are [CH2:1]([O:4][C:5]([O:7][CH2:8][C:9]([OH:11])=O)=[O:6])[CH:2]=[CH2:3].C(Cl)(=O)C([Cl:15])=O.CN(C)C=O. The catalyst is O1CCCC1. The product is [CH2:1]([O:4][C:5]([O:7][CH2:8][C:9]([Cl:15])=[O:11])=[O:6])[CH:2]=[CH2:3]. The yield is 0.900. (6) The reactants are [CH2:1]([O:8][C:9]([NH:11][C:12]1[CH:17]=[CH:16][C:15]([C:18]2[CH:23]=[CH:22][N:21]=[C:20]([C:24]([O:26]C)=[O:25])[CH:19]=2)=[CH:14][C:13]=1[F:28])=[O:10])[C:2]1[CH:7]=[CH:6][CH:5]=[CH:4][CH:3]=1.O.O.[OH-].[Li+].Cl. The catalyst is C(O)C.CO.CN(C)C=O.CCCCCC.C(OCC)C. The product is [CH2:1]([O:8][C:9]([NH:11][C:12]1[CH:17]=[CH:16][C:15]([C:18]2[CH:23]=[CH:22][N:21]=[C:20]([C:24]([OH:26])=[O:25])[CH:19]=2)=[CH:14][C:13]=1[F:28])=[O:10])[C:2]1[CH:3]=[CH:4][CH:5]=[CH:6][CH:7]=1. The yield is 0.861. (7) The reactants are C(OC([N:8]1[CH2:12][CH2:11][C@@H:10]([O:13][C:14]2[CH:19]=[CH:18][C:17]([O:20][C:21]3[CH:26]=[CH:25][C:24]([Cl:27])=[CH:23][CH:22]=3)=[CH:16][CH:15]=2)[CH2:9]1)=O)(C)(C)C.Cl. The catalyst is O1CCOCC1. The product is [Cl:27][C:24]1[CH:25]=[CH:26][C:21]([O:20][C:17]2[CH:18]=[CH:19][C:14]([O:13][C@@H:10]3[CH2:11][CH2:12][NH:8][CH2:9]3)=[CH:15][CH:16]=2)=[CH:22][CH:23]=1. The yield is 0.410. (8) The reactants are [CH3:1][O:2][C:3]1[CH:4]=[CH:5][C:6]([NH:9][C:10]2[C:19]3[CH:18]=[CH:17][CH:16]=[C:15]([C:20]([OH:22])=O)[C:14]=3[CH:13]=[CH:12][N:11]=2)=[N:7][CH:8]=1.NC1C2C=CC=C(C([NH:36][C:37]3[CH:42]=[C:41]([C:43](=[O:55])[NH:44][C:45]4[CH:50]=[CH:49][CH:48]=[C:47]([C:51]([F:54])([F:53])[F:52])[CH:46]=4)[CH:40]=[CH:39][C:38]=3[CH3:56])=O)C=2C=CN=1.NC1C=CC=CC=1. No catalyst specified. The product is [CH3:1][O:2][C:3]1[CH:4]=[CH:5][C:6]([NH:9][C:10]2[C:19]3[CH:18]=[CH:17][CH:16]=[C:15]([C:20]([NH:36][C:37]4[CH:42]=[C:41]([C:43](=[O:55])[NH:44][C:45]5[CH:50]=[CH:49][CH:48]=[C:47]([C:51]([F:52])([F:53])[F:54])[CH:46]=5)[CH:40]=[CH:39][C:38]=4[CH3:56])=[O:22])[C:14]=3[CH:13]=[CH:12][N:11]=2)=[N:7][CH:8]=1. The yield is 0.330.